Dataset: Forward reaction prediction with 1.9M reactions from USPTO patents (1976-2016). Task: Predict the product of the given reaction. (1) Given the reactants [CH3:1][O:2][C:3]1[CH:4]=[C:5]([N:12]2[CH2:17][CH2:16][N:15](C(OC(C)(C)C)=O)[CH2:14][CH2:13]2)[CH:6]=[CH:7][C:8]=1[N+:9]([O-:11])=[O:10], predict the reaction product. The product is: [CH3:1][O:2][C:3]1[CH:4]=[C:5]([N:12]2[CH2:17][CH2:16][NH:15][CH2:14][CH2:13]2)[CH:6]=[CH:7][C:8]=1[N+:9]([O-:11])=[O:10]. (2) Given the reactants C([O:3][C:4]([C:6]1[N:7]=[C:8]([C:15]2[C:20]([O:21][CH3:22])=[CH:19][CH:18]=[CH:17][C:16]=2[O:23][CH3:24])[N:9]([CH3:14])[C:10](=[O:13])[C:11]=1[OH:12])=O)C.[Cl:25][C:26]1[CH:27]=[C:28]([CH:31]=[CH:32][C:33]=1[Cl:34])[CH2:29][NH2:30], predict the reaction product. The product is: [Cl:25][C:26]1[CH:27]=[C:28]([CH:31]=[CH:32][C:33]=1[Cl:34])[CH2:29][NH:30][C:4]([C:6]1[N:7]=[C:8]([C:15]2[C:16]([O:23][CH3:24])=[CH:17][CH:18]=[CH:19][C:20]=2[O:21][CH3:22])[N:9]([CH3:14])[C:10](=[O:13])[C:11]=1[OH:12])=[O:3]. (3) Given the reactants [C:1](Cl)(=[O:8])[C:2]1[CH:7]=[CH:6][CH:5]=[CH:4][CH:3]=1.[CH2:10]([C:12]([CH2:17][OH:18])([CH2:15][OH:16])[CH2:13][CH3:14])[OH:11], predict the reaction product. The product is: [C:1]([OH:8])(=[O:11])[C:2]1[CH:7]=[CH:6][CH:5]=[CH:4][CH:3]=1.[C:1]([OH:8])(=[O:11])[C:2]1[CH:7]=[CH:6][CH:5]=[CH:4][CH:3]=1.[C:1]([OH:8])(=[O:11])[C:2]1[CH:7]=[CH:6][CH:5]=[CH:4][CH:3]=1.[CH2:10]([C:12]([CH2:17][OH:18])([CH2:15][OH:16])[CH2:13][CH3:14])[OH:11].